Dataset: Reaction yield outcomes from USPTO patents with 853,638 reactions. Task: Predict the reaction yield, written as a fraction of the theoretical maximum amount of product (1.0 means a 100% yield; for example, 0.34 means a 34% yield). The reactants are Br[C:2]1[C:12]2[O:11][CH2:10][CH2:9][N:8]([C:13]([O:15][C:16]([CH3:19])([CH3:18])[CH3:17])=[O:14])[CH2:7][C:6]=2[CH:5]=[CH:4][CH:3]=1.[CH3:20][C:21]1[S:22][C:23](B2OC(C)(C)C(C)(C)O2)=[C:24]([CH3:26])[N:25]=1.C(=O)([O-])[O-].[Na+].[Na+].O. The catalyst is C(COC)OC.C1C=CC([P]([Pd]([P](C2C=CC=CC=2)(C2C=CC=CC=2)C2C=CC=CC=2)([P](C2C=CC=CC=2)(C2C=CC=CC=2)C2C=CC=CC=2)[P](C2C=CC=CC=2)(C2C=CC=CC=2)C2C=CC=CC=2)(C2C=CC=CC=2)C2C=CC=CC=2)=CC=1. The product is [CH3:20][C:21]1[S:22][C:23]([C:2]2[C:12]3[O:11][CH2:10][CH2:9][N:8]([C:13]([O:15][C:16]([CH3:19])([CH3:18])[CH3:17])=[O:14])[CH2:7][C:6]=3[CH:5]=[CH:4][CH:3]=2)=[C:24]([CH3:26])[N:25]=1. The yield is 0.667.